From a dataset of Full USPTO retrosynthesis dataset with 1.9M reactions from patents (1976-2016). Predict the reactants needed to synthesize the given product. (1) Given the product [F:26][C:23]([F:24])([F:25])[C:20]1[NH:21][N:22]=[C:18]([C:15]2[CH:16]=[CH:17][C:12]([O:2][CH2:1][CH2:3][NH2:4])=[CH:13][CH:14]=2)[CH:19]=1, predict the reactants needed to synthesize it. The reactants are: [CH2:1]([CH2:3][NH2:4])[OH:2].CC(C)([O-])C.[K+].F[C:12]1[CH:17]=[CH:16][C:15]([C:18]2[NH:22][N:21]=[C:20]([C:23]([F:26])([F:25])[F:24])[CH:19]=2)=[CH:14][CH:13]=1.O. (2) Given the product [Cl:1][C:2]1[C:7]([CH:8]=[O:9])=[CH:6][N:5]=[C:4]2[N:10]([S:25]([C:19]3[CH:24]=[CH:23][CH:22]=[CH:21][CH:20]=3)(=[O:27])=[O:26])[CH:11]=[CH:12][C:3]=12, predict the reactants needed to synthesize it. The reactants are: [Cl:1][C:2]1[C:7]([CH:8]=[O:9])=[CH:6][N:5]=[C:4]2[NH:10][CH:11]=[CH:12][C:3]=12.C(=O)([O-])[O-].[Cs+].[Cs+].[C:19]1([S:25](Cl)(=[O:27])=[O:26])[CH:24]=[CH:23][CH:22]=[CH:21][CH:20]=1. (3) Given the product [CH2:2]([C:4]1[C:9](=[O:10])[N:8]2[N:11]=[CH:12][C:13]([C:14]3[CH:15]=[N:16][N:17]([C:19]4[CH:20]=[C:21]([CH2:22][OH:23])[CH:25]=[CH:26][N:27]=4)[CH:18]=3)=[C:7]2[NH:6][C:5]=1[CH3:28])[CH3:3], predict the reactants needed to synthesize it. The reactants are: B.[CH2:2]([C:4]1[C:9](=[O:10])[N:8]2[N:11]=[CH:12][C:13]([C:14]3[CH:15]=[N:16][N:17]([C:19]4[CH:20]=[C:21]([CH:25]=[CH:26][N:27]=4)[C:22](O)=[O:23])[CH:18]=3)=[C:7]2[NH:6][C:5]=1[CH3:28])[CH3:3]. (4) Given the product [Cl:1][C:2]1[CH:3]=[CH:4][C:5]([C:8]2[CH2:12][C:11]([C:17]3[CH:30]=[CH:29][C:20]([NH2:21])=[C:19]([CH3:31])[CH:18]=3)([C:13]([F:15])([F:16])[F:14])[N:10]([CH3:32])[N:9]=2)=[CH:6][CH:7]=1, predict the reactants needed to synthesize it. The reactants are: [Cl:1][C:2]1[CH:7]=[CH:6][C:5]([C:8]2[CH2:12][C:11]([C:17]3[CH:30]=[CH:29][C:20]([NH:21]C(=O)OC(C)(C)C)=[C:19]([CH3:31])[CH:18]=3)([C:13]([F:16])([F:15])[F:14])[N:10]([CH3:32])[N:9]=2)=[CH:4][CH:3]=1.FC(F)(F)C(O)=O. (5) Given the product [OH:2][CH2:1][C:3]1[CH:4]=[C:5]([C:14]([O:16][CH2:17][CH3:18])=[O:15])[C:6](=[O:13])[N:7]2[C:12]=1[CH:11]=[CH:10][CH:9]=[CH:8]2, predict the reactants needed to synthesize it. The reactants are: [CH:1]([C:3]1[CH:4]=[C:5]([C:14]([O:16][CH2:17][CH3:18])=[O:15])[C:6](=[O:13])[N:7]2[C:12]=1[CH:11]=[CH:10][CH:9]=[CH:8]2)=[O:2].ClCCl.[BH4-].[Na+]. (6) Given the product [Cl:17][C:14]1[CH:15]=[CH:16][C:11]([NH:10][C:8]([C:7]2[C:2]([NH:31][CH2:30][CH:27]3[CH2:26][CH2:25][N:24]([C:21]4[CH:22]=[CH:23][N:18]=[CH:19][CH:20]=4)[CH2:29][CH2:28]3)=[N:3][CH:4]=[CH:5][CH:6]=2)=[O:9])=[CH:12][CH:13]=1, predict the reactants needed to synthesize it. The reactants are: Cl[C:2]1[C:7]([C:8]([NH:10][C:11]2[CH:16]=[CH:15][C:14]([Cl:17])=[CH:13][CH:12]=2)=[O:9])=[CH:6][CH:5]=[CH:4][N:3]=1.[N:18]1[CH:23]=[CH:22][C:21]([N:24]2[CH2:29][CH2:28][CH:27]([CH2:30][NH2:31])[CH2:26][CH2:25]2)=[CH:20][CH:19]=1. (7) The reactants are: [NH2:1][C:2]1[CH:24]=[CH:23][C:5]([O:6][C:7]2[C:16]3[C:11](=[CH:12][C:13]([O:21][CH3:22])=[C:14]([C:17](OC)=[O:18])[CH:15]=3)[N:10]=[CH:9][CH:8]=2)=[C:4]([F:25])[CH:3]=1.O.[CH3:27][N:28]1CCCCC1=O. Given the product [NH2:1][C:2]1[CH:24]=[CH:23][C:5]([O:6][C:7]2[C:16]3[C:11](=[CH:12][C:13]([O:21][CH3:22])=[C:14]([C:17]([NH:28][CH3:27])=[O:18])[CH:15]=3)[N:10]=[CH:9][CH:8]=2)=[C:4]([F:25])[CH:3]=1, predict the reactants needed to synthesize it. (8) Given the product [C:5]([NH:35][N:22]([CH2:21][CH2:20][C:10]12[CH2:11][CH:12]3[CH2:18][CH:16]([CH2:15][CH:14]([CH2:13]3)[CH2:19]1)[CH2:17]2)[C:23]([NH:25][CH2:26][CH2:27][CH2:28][C:29]1[CH:30]=[CH:31][N:32]=[CH:33][CH:34]=1)=[O:24])(=[O:7])[CH3:6], predict the reactants needed to synthesize it. The reactants are: C(O[C:5](=[O:7])[CH3:6])(=O)C.Cl.Cl.[C:10]12([CH2:20][CH2:21][N:22]([NH2:35])[C:23]([NH:25][CH2:26][CH2:27][CH2:28][C:29]3[CH:34]=[CH:33][N:32]=[CH:31][CH:30]=3)=[O:24])[CH2:19][CH:14]3[CH2:15][CH:16]([CH2:18][CH:12]([CH2:13]3)[CH2:11]1)[CH2:17]2. (9) The reactants are: [NH:1]([C:15]([O:17][C:18]([CH3:21])([CH3:20])[CH3:19])=[O:16])[C@H:2]([C:11]([O:13][CH3:14])=[O:12])[CH2:3][C:4]1[CH:9]=[CH:8][C:7]([OH:10])=[CH:6][CH:5]=1.[CH2:22]([O:29][C@@H:30]1[CH2:33][C@H:32](O)[CH2:31]1)[C:23]1[CH:28]=[CH:27][CH:26]=[CH:25][CH:24]=1.CN(C)C=O.N(C(OCC)=O)=NC(OCC)=O.C1(P(C2C=CC=CC=2)C2C=CC=CC=2)C=CC=CC=1. Given the product [CH2:22]([O:29][C@H:30]1[CH2:31][C@H:32]([O:10][C:7]2[CH:6]=[CH:5][C:4]([CH2:3][C@@H:2]([C:11]([O:13][CH3:14])=[O:12])[NH:1][C:15]([O:17][C:18]([CH3:21])([CH3:20])[CH3:19])=[O:16])=[CH:9][CH:8]=2)[CH2:33]1)[C:23]1[CH:28]=[CH:27][CH:26]=[CH:25][CH:24]=1, predict the reactants needed to synthesize it. (10) Given the product [ClH:1].[NH2:52][C@@H:36]([CH2:37][C@@H:38]([OH:51])[CH2:39][NH:40][C:41]([O:43][CH2:44][C:45]1[CH:46]=[CH:47][CH:48]=[CH:49][CH:50]=1)=[O:42])[C:35]([NH:34][C@@H:29]([CH2:28][C:24]1[CH:23]=[C:22]([C:19]2[CH:20]=[CH:21][C:16]([O:15][CH2:8][C:9]3[CH:10]=[CH:11][CH:12]=[CH:13][CH:14]=3)=[C:17]([CH2:61][C@H:62]([NH:77][C:78]([O:80][CH2:81][C:82]3[CH:83]=[CH:84][CH:85]=[CH:86][CH:87]=3)=[O:79])[C:63](=[O:64])[O:65][C:66]3[C:67]([F:76])=[C:68]([F:75])[C:69]([F:74])=[C:70]([F:73])[C:71]=3[F:72])[CH:18]=2)[CH:27]=[CH:26][CH:25]=1)[C:30]([O:32][CH3:33])=[O:31])=[O:60], predict the reactants needed to synthesize it. The reactants are: [ClH:1].O1CCOCC1.[CH2:8]([O:15][C:16]1[CH:21]=[CH:20][C:19]([C:22]2[CH:27]=[CH:26][CH:25]=[C:24]([CH2:28][C@H:29]([NH:34][C:35](=[O:60])[C@@H:36]([NH:52]C(OC(C)(C)C)=O)[CH2:37][C@@H:38]([OH:51])[CH2:39][NH:40][C:41]([O:43][CH2:44][C:45]3[CH:50]=[CH:49][CH:48]=[CH:47][CH:46]=3)=[O:42])[C:30]([O:32][CH3:33])=[O:31])[CH:23]=2)=[CH:18][C:17]=1[CH2:61][C@H:62]([NH:77][C:78]([O:80][CH2:81][C:82]1[CH:87]=[CH:86][CH:85]=[CH:84][CH:83]=1)=[O:79])[C:63]([O:65][C:66]1[C:71]([F:72])=[C:70]([F:73])[C:69]([F:74])=[C:68]([F:75])[C:67]=1[F:76])=[O:64])[C:9]1[CH:14]=[CH:13][CH:12]=[CH:11][CH:10]=1.